From a dataset of Full USPTO retrosynthesis dataset with 1.9M reactions from patents (1976-2016). Predict the reactants needed to synthesize the given product. (1) Given the product [I:8][C:5]1[CH:4]=[N:3][N:2]([O:1][C:11](=[O:12])[N:10]([CH3:9])[C:14]2[CH:19]=[CH:18][CH:17]=[CH:16][CH:15]=2)[C:6]=1[I:7], predict the reactants needed to synthesize it. The reactants are: [OH:1][N:2]1[C:6]([I:7])=[C:5]([I:8])[CH:4]=[N:3]1.[CH3:9][N:10]([C:14]1[CH:19]=[CH:18][CH:17]=[CH:16][CH:15]=1)[C:11](Cl)=[O:12]. (2) Given the product [CH2:38]([O:31][C:9]1[C:5]2[C:6]([CH3:8])=[N:7][C:2]([Cl:1])=[CH:3][C:4]=2[N:11]([C:12]([C:13]2[CH:18]=[CH:17][CH:16]=[CH:15][CH:14]=2)([C:19]2[CH:20]=[CH:21][CH:22]=[CH:23][CH:24]=2)[C:25]2[CH:26]=[CH:27][CH:28]=[CH:29][CH:30]=2)[N:10]=1)[C:39]1[CH:44]=[CH:43][CH:42]=[CH:41][CH:40]=1, predict the reactants needed to synthesize it. The reactants are: [Cl:1][C:2]1[N:7]=[C:6]([CH3:8])[C:5]2[C:9](=[O:31])[NH:10][N:11]([C:12]([C:25]3[CH:30]=[CH:29][CH:28]=[CH:27][CH:26]=3)([C:19]3[CH:24]=[CH:23][CH:22]=[CH:21][CH:20]=3)[C:13]3[CH:18]=[CH:17][CH:16]=[CH:15][CH:14]=3)[C:4]=2[CH:3]=1.C(=O)([O-])[O-].[K+].[K+].[CH2:38](Br)[C:39]1[CH:44]=[CH:43][CH:42]=[CH:41][CH:40]=1. (3) Given the product [F:8][C:6]1[CH:5]=[C:4]([CH2:9][C:10]([NH:14][C@H:15]([C:17]([NH:19][C:20]([C:27]2[CH:28]=[CH:29][CH:30]=[CH:31][CH:32]=2)([CH3:26])[C:21]([O:23][CH2:24][CH3:25])=[O:22])=[O:18])[CH3:16])=[O:12])[CH:3]=[C:2]([F:1])[CH:7]=1, predict the reactants needed to synthesize it. The reactants are: [F:1][C:2]1[CH:3]=[C:4]([CH2:9][C:10]([OH:12])=O)[CH:5]=[C:6]([F:8])[CH:7]=1.Cl.[NH2:14][C@H:15]([C:17]([NH:19][C:20]([C:27]1[CH:32]=[CH:31][CH:30]=[CH:29][CH:28]=1)([CH3:26])[C:21]([O:23][CH2:24][CH3:25])=[O:22])=[O:18])[CH3:16].C(N[C@H](C(O)=O)C)(OC(C)(C)C)=O. (4) Given the product [OH:30][C@H:25]1[CH2:26][CH2:27][CH2:28][CH2:29][C@@H:24]1[NH:23][C:21]([C:11]1[CH:10]=[C:9]([CH2:8][C:5]2[CH:6]=[N:7][C:2]([C:41]3[CH:40]=[N:39][N:38]([CH3:37])[CH:42]=3)=[CH:3][CH:4]=2)[C:18]2[C:13](=[CH:14][CH:15]=[CH:16][CH:17]=2)[C:12]=1[O:19][CH3:20])=[O:22], predict the reactants needed to synthesize it. The reactants are: Cl[C:2]1[N:7]=[CH:6][C:5]([CH2:8][C:9]2[C:18]3[C:13](=[CH:14][CH:15]=[CH:16][CH:17]=3)[C:12]([O:19][CH3:20])=[C:11]([C:21]([NH:23][C@H:24]3[CH2:29][CH2:28][CH2:27][CH2:26][C@@H:25]3[OH:30])=[O:22])[CH:10]=2)=[CH:4][CH:3]=1.C(=O)([O-])[O-].[Cs+].[Cs+].[CH3:37][N:38]1[CH:42]=[C:41](B2OC(C)(C)C(C)(C)O2)[CH:40]=[N:39]1. (5) The reactants are: Br[C:2]1[CH:7]=[CH:6][C:5](Br)=[CH:4][N:3]=1.[C:9]([NH:19][CH2:20][C:21]#[CH:22])([O:11][CH2:12][C:13]1[CH:18]=[CH:17][CH:16]=[CH:15][CH:14]=1)=[O:10]. Given the product [CH2:12]([O:11][C:9]([NH:19][CH2:20][C:21]#[C:22][C:5]1[CH:6]=[CH:7][C:2]([C:22]#[C:21][CH2:20][NH:19][C:9](=[O:10])[O:11][CH2:12][C:13]2[CH:18]=[CH:17][CH:16]=[CH:15][CH:14]=2)=[N:3][CH:4]=1)=[O:10])[C:13]1[CH:14]=[CH:15][CH:16]=[CH:17][CH:18]=1, predict the reactants needed to synthesize it. (6) Given the product [CH3:1][O:2][C:3](=[O:26])[CH2:4][C@H:5]1[C:9]2[CH:10]=[CH:11][C:12]([O:14][C@H:15]3[C:23]4[C:18](=[C:19]([CH2:31][C:30]5[CH:33]=[CH:34][C:35]([F:37])=[CH:36][C:29]=5[F:28])[CH:20]=[CH:21][C:22]=4[F:24])[CH2:17][CH2:16]3)=[CH:13][C:8]=2[O:7][CH2:6]1, predict the reactants needed to synthesize it. The reactants are: [CH3:1][O:2][C:3](=[O:26])[CH2:4][C@H:5]1[C:9]2[CH:10]=[CH:11][C:12]([O:14][C@H:15]3[C:23]4[C:18](=[C:19](Br)[CH:20]=[CH:21][C:22]=4[F:24])[CH2:17][CH2:16]3)=[CH:13][C:8]=2[O:7][CH2:6]1.[Br-].[F:28][C:29]1[CH:36]=[C:35]([F:37])[CH:34]=[CH:33][C:30]=1[CH2:31][Zn+]. (7) Given the product [CH:4]([C:6]1([C:12]2[C:13]([NH2:14])=[N:2][NH:3][C:15]=2[NH2:16])[CH2:11][CH2:10][CH2:9][CH2:8][CH2:7]1)=[CH2:5].[NH2:14][C:13]1[C:12]([C:6]2([CH2:4][CH3:5])[CH2:11][CH2:10][CH2:9][CH2:8][CH2:7]2)=[C:15]([NH2:16])[NH:3][N:2]=1, predict the reactants needed to synthesize it. The reactants are: O.[NH2:2][NH2:3].[CH:4]([C:6]1([CH:12]([C:15]#[N:16])[C:13]#[N:14])[CH2:11][CH2:10][CH2:9][CH2:8][CH2:7]1)=[CH2:5].